This data is from TCR-epitope binding with 47,182 pairs between 192 epitopes and 23,139 TCRs. The task is: Binary Classification. Given a T-cell receptor sequence (or CDR3 region) and an epitope sequence, predict whether binding occurs between them. (1) The epitope is YLNTLTLAV. The TCR CDR3 sequence is CASSLGGYNEQFF. Result: 1 (the TCR binds to the epitope). (2) The epitope is FLNRFTTTL. The TCR CDR3 sequence is CASSLAGGDTGELFF. Result: 0 (the TCR does not bind to the epitope). (3) The epitope is KLGGALQAK. The TCR CDR3 sequence is CASSYGAGERYEQYF. Result: 1 (the TCR binds to the epitope). (4) The epitope is KMKDLSPRW. The TCR CDR3 sequence is CASSVATLRVSTNEKLFF. Result: 0 (the TCR does not bind to the epitope). (5) The epitope is IQYIDIGNY. The TCR CDR3 sequence is CAISERLGQGRSYEQYF. Result: 1 (the TCR binds to the epitope). (6) The epitope is FPPTSFGPL. The TCR CDR3 sequence is CATTGRVHGEKLFF. Result: 1 (the TCR binds to the epitope). (7) Result: 0 (the TCR does not bind to the epitope). The epitope is YFPLQSYGF. The TCR CDR3 sequence is CASSQDGSPSPLHF.